Dataset: Reaction yield outcomes from USPTO patents with 853,638 reactions. Task: Predict the reaction yield, written as a fraction of the theoretical maximum amount of product (1.0 means a 100% yield; for example, 0.34 means a 34% yield). (1) The reactants are [C:1]([NH:4][C:5]1[N:10]=[C:9]([C:11]([NH2:13])=O)[CH:8]=[CH:7][CH:6]=1)(=O)[CH3:2].[H-].[H-].[H-].[H-].[Li+].[Al+3].[OH-].[Na+]. The catalyst is C1COCC1. The product is [CH2:1]([NH:4][C:5]1[CH:6]=[CH:7][CH:8]=[C:9]([CH2:11][NH2:13])[N:10]=1)[CH3:2]. The yield is 0.990. (2) The reactants are [C:1]([O:5][C:6]([N:8]1[CH2:13][CH2:12][CH:11]([C:14](=[O:16])[NH2:15])[CH2:10][CH2:9]1)=[O:7])([CH3:4])([CH3:3])[CH3:2].F[B-](F)(F)F.C[O+](C)C.N[C:27]1[CH:32]=[CH:31][C:30]([C:33]2[C:41]3[C:36](=[CH:37][C:38]([F:42])=[CH:39][CH:40]=3)[N:35]([S:43]([C:46]3[CH:51]=[CH:50][CH:49]=[CH:48][CH:47]=3)(=[O:45])=[O:44])[CH:34]=2)=[CH:29][C:28]=1O. The catalyst is C(Cl)Cl.C([O-])(O)=O.[Na+]. The product is [F:42][C:38]1[CH:37]=[C:36]2[C:41]([C:33]([C:30]3[CH:29]=[CH:28][C:27]4[N:15]=[C:14]([CH:11]5[CH2:12][CH2:13][N:8]([C:6]([O:5][C:1]([CH3:4])([CH3:2])[CH3:3])=[O:7])[CH2:9][CH2:10]5)[O:16][C:32]=4[CH:31]=3)=[CH:34][N:35]2[S:43]([C:46]2[CH:51]=[CH:50][CH:49]=[CH:48][CH:47]=2)(=[O:44])=[O:45])=[CH:40][CH:39]=1. The yield is 0.540. (3) The reactants are [Cl-].[Al+3].[Cl-].[Cl-].[H-].[Al+3].[Li+].[H-].[H-].[H-].Cl.[Cl:12][C:13]1[CH:14]=[CH:15][C:16]2[O:22][C:21]3[CH:23]=[CH:24][CH:25]=[CH:26][C:20]=3[C@@H:19]([CH2:27][NH:28][CH3:29])[C@H:18]([C:30](O)=O)[C:17]=2[CH:33]=1.Cl. The catalyst is C1COCC1. The product is [Cl:12][C:13]1[CH:14]=[CH:15][C:16]2[O:22][C:21]3[CH:23]=[CH:24][CH:25]=[CH:26][C:20]=3[C@H:19]3[CH2:27][N:28]([CH3:29])[CH2:30][C@@H:18]3[C:17]=2[CH:33]=1. The yield is 1.00. (4) The reactants are [F:1][C:2]1[CH:3]=[CH:4][CH:5]=[C:6]([NH2:11])[C:7]=1[C:8]([OH:10])=[O:9].Cl[C:13](Cl)([O:15]C(=O)OC(Cl)(Cl)Cl)Cl.C(=O)([O-])O.[Na+]. The catalyst is O1CCCC1. The product is [F:1][C:2]1[C:7]2[C:8](=[O:10])[O:9][C:13](=[O:15])[NH:11][C:6]=2[CH:5]=[CH:4][CH:3]=1. The yield is 0.970. (5) The yield is 0.930. The product is [CH2:13]([C:3]1[C:4]2[S:8][C:7]3[CH:9]=[C:10]([C:23]#[C:24][CH2:25][CH2:26][CH2:27][CH2:28][CH2:29][CH2:30][CH2:31][CH3:32])[S:11][C:6]=3[C:5]=2[S:12][CH:2]=1)[CH2:14][CH2:15][CH2:16][CH2:17][CH2:18][CH2:19][CH2:20][CH2:21][CH3:22]. The catalyst is C(N(CC)CC)C.C1C=CC([P]([Pd]([P](C2C=CC=CC=2)(C2C=CC=CC=2)C2C=CC=CC=2)([P](C2C=CC=CC=2)(C2C=CC=CC=2)C2C=CC=CC=2)[P](C2C=CC=CC=2)(C2C=CC=CC=2)C2C=CC=CC=2)(C2C=CC=CC=2)C2C=CC=CC=2)=CC=1.[Cu]I. The reactants are Br[C:2]1[S:12][C:5]2[C:6]3[S:11][CH:10]=[CH:9][C:7]=3[S:8][C:4]=2[C:3]=1[CH2:13][CH2:14][CH2:15][CH2:16][CH2:17][CH2:18][CH2:19][CH2:20][CH2:21][CH3:22].[CH:23]#[C:24][CH2:25][CH2:26][CH2:27][CH2:28][CH2:29][CH2:30][CH2:31][CH3:32]. (6) The product is [O:1]1[C:5]2[CH:6]=[CH:7][C:8]([C:10]3[CH:11]=[C:12]([C:13](=[O:34])[CH:28]([CH3:30])[CH3:29])[CH:15]=[C:16]([O:18][CH2:19][C:20]4[CH:25]=[CH:24][C:23]([O:26][CH3:27])=[CH:22][CH:21]=4)[CH:17]=3)=[CH:9][C:4]=2[O:3][CH2:2]1. The reactants are [O:1]1[C:5]2[CH:6]=[CH:7][C:8]([C:10]3[CH:11]=[C:12]([CH:15]=[C:16]([O:18][CH2:19][C:20]4[CH:25]=[CH:24][C:23]([O:26][CH3:27])=[CH:22][CH:21]=4)[CH:17]=3)[C:13]#N)=[CH:9][C:4]=2[O:3][CH2:2]1.[CH:28]([Mg]Cl)([CH3:30])[CH3:29].S(=O)(=O)(O)[OH:34]. The yield is 0.640. The catalyst is C1COCC1.C(OCC)C. (7) The yield is 0.330. The catalyst is CO. The product is [CH2:32]([NH:31][C:28]1[N:29]=[CH:30][C:19]2[C:18](=[O:34])[N:17]([C:13]3[CH:14]=[CH:15][CH:16]=[C:11]([C:9]4[O:10][C:6]([CH2:5][OH:4])=[N:7][N:8]=4)[CH:12]=3)[CH2:26][C@H:25]3[N:21]([CH2:22][CH2:23][CH2:24]3)[C:20]=2[N:27]=1)[CH3:33]. The reactants are C([O:4][CH2:5][C:6]1[O:10][C:9]([C:11]2[CH:12]=[C:13]([N:17]3[CH2:26][C@H:25]4[N:21]([CH2:22][CH2:23][CH2:24]4)[C:20]4[N:27]=[C:28]([NH:31][CH2:32][CH3:33])[N:29]=[CH:30][C:19]=4[C:18]3=[O:34])[CH:14]=[CH:15][CH:16]=2)=[N:8][N:7]=1)(=O)C.[OH-].[Na+].C(OCC)(=O)C. (8) The reactants are C(OC([N:8]1[C:16]2[C:11](=[CH:12][C:13]([C:17](=[O:24])[C:18]3[CH:23]=[CH:22][CH:21]=[CH:20][CH:19]=3)=[CH:14][CH:15]=2)[CH:10]=[C:9]1[C:25]1[C:26]2[S:39][CH:38]=[CH:37][C:27]=2[N:28](C(OC(C)(C)C)=O)[N:29]=1)=O)(C)(C)C.[CH3:40][Mg]Br.O. The catalyst is O1CCCC1. The product is [C:18]1([C:17]([C:13]2[CH:12]=[C:11]3[C:16](=[CH:15][CH:14]=2)[NH:8][C:9]([C:25]2[C:26]4[S:39][CH:38]=[CH:37][C:27]=4[NH:28][N:29]=2)=[CH:10]3)([OH:24])[CH3:40])[CH:23]=[CH:22][CH:21]=[CH:20][CH:19]=1. The yield is 0.710. (9) The reactants are [Br:1][C:2]1[N:10]([CH2:11][C:12]2[CH:17]=[CH:16][C:15]([Cl:18])=[CH:14][CH:13]=2)[C:9]2[C:8](=[O:19])[NH:7][C:6](=[O:20])[N:5]([CH3:21])[C:4]=2[N:3]=1.Br[CH2:23][CH2:24][O:25][CH:26]1[CH2:31][CH2:30][CH2:29][CH2:28][O:27]1.C(=O)([O-])[O-].[K+].[K+]. The catalyst is CN(C=O)C. The product is [Br:1][C:2]1[N:10]([CH2:11][C:12]2[CH:13]=[CH:14][C:15]([Cl:18])=[CH:16][CH:17]=2)[C:9]2[C:8](=[O:19])[N:7]([CH2:23][CH2:24][O:25][CH:26]3[CH2:31][CH2:30][CH2:29][CH2:28][O:27]3)[C:6](=[O:20])[N:5]([CH3:21])[C:4]=2[N:3]=1. The yield is 0.744. (10) The reactants are [CH3:1][NH:2][C:3]([C:5]1[C:6]2[CH:15]=[CH:14][C:13]([O:16]C)=[CH:12][C:7]=2[O:8][C:9]=1[CH2:10][CH3:11])=[O:4].B(Br)(Br)Br. No catalyst specified. The product is [CH3:1][NH:2][C:3]([C:5]1[C:6]2[CH:15]=[CH:14][C:13]([OH:16])=[CH:12][C:7]=2[O:8][C:9]=1[CH2:10][CH3:11])=[O:4]. The yield is 0.840.